From a dataset of NCI-60 drug combinations with 297,098 pairs across 59 cell lines. Regression. Given two drug SMILES strings and cell line genomic features, predict the synergy score measuring deviation from expected non-interaction effect. (1) Drug 1: CC1C(C(CC(O1)OC2CC(CC3=C2C(=C4C(=C3O)C(=O)C5=C(C4=O)C(=CC=C5)OC)O)(C(=O)C)O)N)O.Cl. Drug 2: C1C(C(OC1N2C=NC3=C2NC=NCC3O)CO)O. Cell line: RXF 393. Synergy scores: CSS=5.50, Synergy_ZIP=-6.26, Synergy_Bliss=-6.32, Synergy_Loewe=-5.61, Synergy_HSA=-4.54. (2) Synergy scores: CSS=28.4, Synergy_ZIP=-0.432, Synergy_Bliss=4.38, Synergy_Loewe=3.96, Synergy_HSA=4.63. Drug 1: CC12CCC3C(C1CCC2=O)CC(=C)C4=CC(=O)C=CC34C. Drug 2: CC1C(C(CC(O1)OC2CC(CC3=C2C(=C4C(=C3O)C(=O)C5=C(C4=O)C(=CC=C5)OC)O)(C(=O)C)O)N)O.Cl. Cell line: SK-MEL-28. (3) Drug 1: CC(CN1CC(=O)NC(=O)C1)N2CC(=O)NC(=O)C2. Drug 2: CN1C(=O)N2C=NC(=C2N=N1)C(=O)N. Cell line: SK-MEL-28. Synergy scores: CSS=11.8, Synergy_ZIP=0.272, Synergy_Bliss=4.38, Synergy_Loewe=-3.55, Synergy_HSA=1.23. (4) Drug 1: C1CNP(=O)(OC1)N(CCCl)CCCl. Drug 2: CC(C)CN1C=NC2=C1C3=CC=CC=C3N=C2N. Cell line: DU-145. Synergy scores: CSS=-5.94, Synergy_ZIP=2.04, Synergy_Bliss=0.803, Synergy_Loewe=-3.95, Synergy_HSA=-3.44. (5) Cell line: MDA-MB-231. Synergy scores: CSS=16.0, Synergy_ZIP=-9.08, Synergy_Bliss=-7.39, Synergy_Loewe=-2.81, Synergy_HSA=-2.09. Drug 2: CN(CCCl)CCCl.Cl. Drug 1: CC1CCC2CC(C(=CC=CC=CC(CC(C(=O)C(C(C(=CC(C(=O)CC(OC(=O)C3CCCCN3C(=O)C(=O)C1(O2)O)C(C)CC4CCC(C(C4)OC)OCCO)C)C)O)OC)C)C)C)OC. (6) Drug 1: CC1=C(N=C(N=C1N)C(CC(=O)N)NCC(C(=O)N)N)C(=O)NC(C(C2=CN=CN2)OC3C(C(C(C(O3)CO)O)O)OC4C(C(C(C(O4)CO)O)OC(=O)N)O)C(=O)NC(C)C(C(C)C(=O)NC(C(C)O)C(=O)NCCC5=NC(=CS5)C6=NC(=CS6)C(=O)NCCC[S+](C)C)O. Drug 2: CC1C(C(CC(O1)OC2CC(CC3=C2C(=C4C(=C3O)C(=O)C5=C(C4=O)C(=CC=C5)OC)O)(C(=O)CO)O)N)O.Cl. Cell line: NCI-H322M. Synergy scores: CSS=28.4, Synergy_ZIP=-1.83, Synergy_Bliss=-3.04, Synergy_Loewe=-13.2, Synergy_HSA=-2.31. (7) Drug 1: C1=NC2=C(N=C(N=C2N1C3C(C(C(O3)CO)O)F)Cl)N. Drug 2: CC1C(C(CC(O1)OC2CC(CC3=C2C(=C4C(=C3O)C(=O)C5=CC=CC=C5C4=O)O)(C(=O)C)O)N)O. Cell line: SR. Synergy scores: CSS=30.4, Synergy_ZIP=-0.403, Synergy_Bliss=-3.24, Synergy_Loewe=-28.5, Synergy_HSA=-3.88. (8) Drug 1: CC1CCC2CC(C(=CC=CC=CC(CC(C(=O)C(C(C(=CC(C(=O)CC(OC(=O)C3CCCCN3C(=O)C(=O)C1(O2)O)C(C)CC4CCC(C(C4)OC)OCCO)C)C)O)OC)C)C)C)OC. Drug 2: C(CCl)NC(=O)N(CCCl)N=O. Cell line: A498. Synergy scores: CSS=17.9, Synergy_ZIP=-4.19, Synergy_Bliss=-3.14, Synergy_Loewe=-81.3, Synergy_HSA=-3.29. (9) Drug 1: CNC(=O)C1=CC=CC=C1SC2=CC3=C(C=C2)C(=NN3)C=CC4=CC=CC=N4. Drug 2: C1C(C(OC1N2C=NC3=C(N=C(N=C32)Cl)N)CO)O. Cell line: SN12C. Synergy scores: CSS=17.4, Synergy_ZIP=-7.37, Synergy_Bliss=-0.712, Synergy_Loewe=-1.57, Synergy_HSA=-1.49.